From a dataset of Full USPTO retrosynthesis dataset with 1.9M reactions from patents (1976-2016). Predict the reactants needed to synthesize the given product. (1) The reactants are: C1(C)C=CC(S([O-])(=O)=O)=CC=1.C(C1C=CC([O:18][CH2:19][CH2:20][O:21][CH:22]2[CH2:27][CH2:26][NH+:25](C)[CH2:24][CH2:23]2)=CC=1C)=O.O1C2(CCNCC2)OCC1.[H-].C([Al+]CC(C)C)C(C)C.CCCCCC.C(C(C(C([O-])=O)O)O)([O-])=O.[K+].[Na+]. Given the product [NH:25]1[CH2:26][CH2:27][CH:22]([O:21][CH2:20][CH2:19][OH:18])[CH2:23][CH2:24]1, predict the reactants needed to synthesize it. (2) Given the product [CH3:19][Si:20]([CH3:22])([CH3:21])[C:23]#[C:24][C:2]1[CH:7]=[CH:6][C:5]([O:8][CH2:9][O:10][CH3:11])=[CH:4][CH:3]=1, predict the reactants needed to synthesize it. The reactants are: I[C:2]1[CH:7]=[CH:6][C:5]([O:8][CH2:9][O:10][CH3:11])=[CH:4][CH:3]=1.C(N(CC)CC)C.[CH3:19][Si:20]([C:23]#[CH:24])([CH3:22])[CH3:21]. (3) Given the product [Cl:1][C:2]1[N:7]=[CH:6][C:5]([CH2:8][C:9]2[C:18]3[C:13](=[CH:14][CH:15]=[CH:16][CH:17]=3)[C:12]([O:19][CH3:20])=[C:11]([C:21]([NH:23][C@H:24]3[CH2:29][CH2:28][O:38][CH2:26][C@@H:25]3[OH:30])=[O:22])[CH:10]=2)=[CH:4][CH:3]=1, predict the reactants needed to synthesize it. The reactants are: [Cl:1][C:2]1[N:7]=[CH:6][C:5]([CH2:8][C:9]2[C:18]3[C:13](=[CH:14][CH:15]=[CH:16][CH:17]=3)[C:12]([O:19][CH3:20])=[C:11]([C:21]([NH:23][C@H:24]3[CH2:29][CH2:28]C[CH2:26][C@@H:25]3[OH:30])=[O:22])[CH:10]=2)=[CH:4][CH:3]=1.N[C@H]1CCCC[C@@H]1[OH:38]. (4) Given the product [F:1][C:2]1[C:7]([F:8])=[CH:6][CH:5]=[CH:4][C:3]=1[C:9]1([O:20][CH3:23])[CH2:12][N:11]([C:13]([O:15][C:16]([CH3:17])([CH3:19])[CH3:18])=[O:14])[CH2:10]1, predict the reactants needed to synthesize it. The reactants are: [F:1][C:2]1[C:7]([F:8])=[CH:6][CH:5]=[CH:4][C:3]=1[C:9]1([OH:20])[CH2:12][N:11]([C:13]([O:15][C:16]([CH3:19])([CH3:18])[CH3:17])=[O:14])[CH2:10]1.[H-].[Na+].[CH3:23]I.[Cl-].[Li+]. (5) Given the product [CH3:14][O:13][C:11]([C:3]1[S:4][C:5]2=[CH:6][N:7]=[CH:8][CH:9]=[C:10]2[C:2]=1[NH2:15])=[O:12], predict the reactants needed to synthesize it. The reactants are: Br[C:2]1[C:10]2[C:5](=[CH:6][N:7]=[CH:8][CH:9]=2)[S:4][C:3]=1[C:11]([O:13][CH3:14])=[O:12].[N:15]([O-])=O.[Na+].Br. (6) Given the product [Cl:1][C:2]1[S:6][C:5]([NH:7][C:8](=[O:23])[N:9]([CH:10]2[CH2:15][CH2:14][N:13]([C:24](=[O:31])[CH2:25][CH2:26][CH2:27][C:28]([OH:30])=[O:29])[CH2:12][CH2:11]2)[CH:16]2[CH2:17][CH2:18][CH2:19][CH2:20][CH2:21]2)=[N:4][CH:3]=1, predict the reactants needed to synthesize it. The reactants are: [Cl:1][C:2]1[S:6][C:5]([NH:7][C:8](=[O:23])[N:9]([C@H:16]2[CH2:21][CH2:20][C@H:19](C)[CH2:18][CH2:17]2)[CH:10]2[CH2:15][CH2:14][NH:13][CH2:12][CH2:11]2)=[N:4][CH:3]=1.[C:24](O)(=[O:31])[CH2:25][CH2:26][CH2:27][C:28]([OH:30])=[O:29]. (7) Given the product [ClH:29].[CH3:1][C:2]1[C:3]2[C:7]([CH:8]=[CH:9][CH:10]=1)=[N:6][N:5]1[C:11]([CH:16]3[CH2:21][CH2:20][NH:19][CH2:18][CH2:17]3)=[CH:12][C:13](=[O:15])[NH:14][C:4]=21, predict the reactants needed to synthesize it. The reactants are: [CH3:1][C:2]1[C:3]2[C:7]([CH:8]=[CH:9][CH:10]=1)=[N:6][N:5]1[C:11]([CH:16]3[CH2:21][CH2:20][N:19](C(OC(C)(C)C)=O)[CH2:18][CH2:17]3)=[CH:12][C:13](=[O:15])[NH:14][C:4]=21.[ClH:29].